From a dataset of Reaction yield outcomes from USPTO patents with 853,638 reactions. Predict the reaction yield, written as a fraction of the theoretical maximum amount of product (1.0 means a 100% yield; for example, 0.34 means a 34% yield). (1) The reactants are [NH:1]1[CH2:6][CH2:5][CH2:4][C@@H:3]([NH:7][C:8]2[CH:18]=[CH:17][C:11]([C:12]([O:14][CH2:15][CH3:16])=[O:13])=[CH:10][N:9]=2)[CH2:2]1.[C:19](O[C:19]([O:21][C:22]([CH3:25])([CH3:24])[CH3:23])=[O:20])([O:21][C:22]([CH3:25])([CH3:24])[CH3:23])=[O:20]. The catalyst is C(O)C. The product is [C:22]([O:21][C:19]([N:1]1[CH2:6][CH2:5][CH2:4][C@@H:3]([NH:7][C:8]2[CH:18]=[CH:17][C:11]([C:12]([O:14][CH2:15][CH3:16])=[O:13])=[CH:10][N:9]=2)[CH2:2]1)=[O:20])([CH3:25])([CH3:24])[CH3:23]. The yield is 0.990. (2) The reactants are [CH3:1][O:2][C:3]([C:5]1[C:10]([NH:11][C:12]2[CH:17]=[CH:16][C:15]([Si](C)(C)C)=[CH:14][C:13]=2[F:22])=[N:9][C:8]([CH2:23][NH:24][CH:25]=[O:26])=[CH:7][N:6]=1)=[O:4].C1C(=O)N([Br:34])C(=O)C1. The catalyst is ClCCl.C(OCC)(=O)C. The product is [CH3:1][O:2][C:3]([C:5]1[C:10]([NH:11][C:12]2[CH:17]=[CH:16][C:15]([Br:34])=[CH:14][C:13]=2[F:22])=[N:9][C:8]([CH2:23][NH:24][CH:25]=[O:26])=[CH:7][N:6]=1)=[O:4]. The yield is 0.801. (3) The reactants are [C:1]([NH:4][C:5]1[CH:29]=[CH:28][C:8]([C:9]([NH:11][C:12]2[S:16][C:15]([NH:17][C:18]3[CH:23]=[CH:22][C:21]([NH2:24])=[CH:20][CH:19]=3)=[N:14][C:13]=2[C:25]([NH2:27])=[O:26])=[O:10])=[CH:7][CH:6]=1)(=[O:3])[CH3:2].[C:30](Cl)(=[O:32])[CH3:31]. The catalyst is N1C=CC=CC=1. The product is [C:1]([NH:4][C:5]1[CH:29]=[CH:28][C:8]([C:9]([NH:11][C:12]2[S:16][C:15]([NH:17][C:18]3[CH:23]=[CH:22][C:21]([NH:24][C:30](=[O:32])[CH3:31])=[CH:20][CH:19]=3)=[N:14][C:13]=2[C:25]([NH2:27])=[O:26])=[O:10])=[CH:7][CH:6]=1)(=[O:3])[CH3:2]. The yield is 0.760.